From a dataset of Catalyst prediction with 721,799 reactions and 888 catalyst types from USPTO. Predict which catalyst facilitates the given reaction. (1) Reactant: [NH2:1][C:2]1[S:3][CH:4]=[CH:5][C:6]=1[C:7]([O:9][CH3:10])=[O:8].CO[C:13]([CH3:15])=[CH2:14].C(O)(=O)C.C(O[BH-](OC(=O)C)OC(=O)C)(=O)C.[Na+].[OH-].[Na+]. Product: [CH:13]([NH:1][C:2]1[S:3][CH:4]=[CH:5][C:6]=1[C:7]([O:9][CH3:10])=[O:8])([CH3:15])[CH3:14]. The catalyst class is: 4. (2) Reactant: [F:1][C:2]1[CH:3]=[CH:4][C:5]([CH3:26])=[C:6]([C:8]2[CH:17]=[C:16]3[C:11]([CH:12]=[C:13]([NH:18][C:19]([CH:21]4[CH2:23][CH2:22]4)=[O:20])[N:14]=[CH:15]3)=[C:10]([CH2:24]O)[N:9]=2)[CH:7]=1.COCCN(S(F)(F)[F:37])CCOC. Product: [F:1][C:2]1[CH:3]=[CH:4][C:5]([CH3:26])=[C:6]([C:8]2[CH:17]=[C:16]3[C:11]([CH:12]=[C:13]([NH:18][C:19]([CH:21]4[CH2:23][CH2:22]4)=[O:20])[N:14]=[CH:15]3)=[C:10]([CH2:24][F:37])[N:9]=2)[CH:7]=1. The catalyst class is: 4. (3) Reactant: Br[C:2]1[CH:7]=[CH:6][C:5]([C:8]2[N:12]([CH2:13][C@@H:14]3[CH2:18][CH2:17][N:16]([C:19]([CH:21]4[CH2:23][CH2:22]4)=[O:20])[CH2:15]3)[C:11]3[CH:24]=[CH:25][CH:26]=[CH:27][C:10]=3[N:9]=2)=[CH:4][CH:3]=1.[NH:28]1[C:36]2[C:31](=[CH:32][CH:33]=[C:34](B(O)O)[CH:35]=2)[CH:30]=[CH:29]1.C(=O)([O-])[O-].[Na+].[Na+].O. The catalyst class is: 128. Product: [CH:21]1([C:19]([N:16]2[CH2:17][CH2:18][C@@H:14]([CH2:13][N:12]3[C:11]4[CH:24]=[CH:25][CH:26]=[CH:27][C:10]=4[N:9]=[C:8]3[C:5]3[CH:6]=[CH:7][C:2]([C:34]4[CH:35]=[C:36]5[C:31]([CH:30]=[CH:29][NH:28]5)=[CH:32][CH:33]=4)=[CH:3][CH:4]=3)[CH2:15]2)=[O:20])[CH2:23][CH2:22]1.